Predict which catalyst facilitates the given reaction. From a dataset of Catalyst prediction with 721,799 reactions and 888 catalyst types from USPTO. (1) Reactant: Br[C:2]1[CH:10]=[C:9]2[C:5]([C:6]([C:19]3[N:20]([CH2:36][O:37][CH2:38][CH2:39][Si:40]([CH3:43])([CH3:42])[CH3:41])[C:21]4[C:22]([N:35]=3)=[CH:23][C:24]3[C:25]([CH3:34])([CH3:33])[C:26](=[O:32])[N:27]([CH2:30][CH3:31])[C:28]=3[CH:29]=4)=[N:7][N:8]2[CH2:11][O:12][CH2:13][CH2:14][Si:15]([CH3:18])([CH3:17])[CH3:16])=[CH:4][CH:3]=1.[S:44]1[CH:48]=[CH:47][C:46](B(O)O)=[CH:45]1.C(=O)(O)[O-].[Na+].O. Product: [CH2:30]([N:27]1[C:28]2[CH:29]=[C:21]3[N:20]([CH2:36][O:37][CH2:38][CH2:39][Si:40]([CH3:43])([CH3:42])[CH3:41])[C:19]([C:6]4[C:5]5[C:9](=[CH:10][C:2]([C:46]6[CH:47]=[CH:48][S:44][CH:45]=6)=[CH:3][CH:4]=5)[N:8]([CH2:11][O:12][CH2:13][CH2:14][Si:15]([CH3:18])([CH3:17])[CH3:16])[N:7]=4)=[N:35][C:22]3=[CH:23][C:24]=2[C:25]([CH3:34])([CH3:33])[C:26]1=[O:32])[CH3:31]. The catalyst class is: 224. (2) Reactant: C([O:3][C:4]([C:6]1([OH:26])[CH2:10][CH2:9][N:8]([CH2:11][C:12]2[CH:17]=[CH:16][CH:15]=[C:14]([O:18][C:19]3[CH:24]=[CH:23][CH:22]=[CH:21][CH:20]=3)[CH:13]=2)[C:7]1=[O:25])=[O:5])C.[OH-].[Na+]. Product: [OH:26][C:6]1([C:4]([OH:5])=[O:3])[CH2:10][CH2:9][N:8]([CH2:11][C:12]2[CH:17]=[CH:16][CH:15]=[C:14]([O:18][C:19]3[CH:24]=[CH:23][CH:22]=[CH:21][CH:20]=3)[CH:13]=2)[C:7]1=[O:25]. The catalyst class is: 7. (3) Reactant: C(OC(=O)[NH:7][CH:8]([CH2:26][CH:27]([CH2:31][C:32]1[CH:33]=[C:34]2[C:38](=[CH:39][CH:40]=1)[N:37]([CH3:41])[CH:36]=[C:35]2[CH2:42][CH2:43][CH2:44][O:45][CH3:46])[CH:28]([CH3:30])[CH3:29])[CH:9]([OH:25])[CH2:10][CH:11]([C:15](=[O:24])[NH:16][C:17]1[CH:22]=[CH:21][C:20]([F:23])=[CH:19][N:18]=1)[CH:12]([CH3:14])[CH3:13])(C)(C)C.FC(F)(F)C(O)=O. Product: [F:23][C:20]1[CH:21]=[CH:22][C:17]([NH:16][C:15](=[O:24])[CH:11]([CH:12]([CH3:14])[CH3:13])[CH2:10][CH:9]([OH:25])[CH:8]([NH2:7])[CH2:26][CH:27]([CH2:31][C:32]2[CH:33]=[C:34]3[C:38](=[CH:39][CH:40]=2)[N:37]([CH3:41])[CH:36]=[C:35]3[CH2:42][CH2:43][CH2:44][O:45][CH3:46])[CH:28]([CH3:30])[CH3:29])=[N:18][CH:19]=1. The catalyst class is: 4.